Task: Predict which catalyst facilitates the given reaction.. Dataset: Catalyst prediction with 721,799 reactions and 888 catalyst types from USPTO (1) Reactant: [C:1]1([N:7]([C:17]2[CH:22]=[CH:21][CH:20]=[CH:19][CH:18]=2)[C:8]2[CH:13]=[CH:12][C:11](B(O)O)=[CH:10][CH:9]=2)[CH:6]=[CH:5][CH:4]=[CH:3][CH:2]=1.[Br:23][C:24]1[CH:29]=[CH:28][C:27](I)=[CH:26][CH:25]=1.C([O-])([O-])=O.[K+].[K+]. Product: [Br:23][C:24]1[CH:29]=[CH:28][C:27]([C:11]2[CH:12]=[CH:13][C:8]([N:7]([C:1]3[CH:6]=[CH:5][CH:4]=[CH:3][CH:2]=3)[C:17]3[CH:22]=[CH:21][CH:20]=[CH:19][CH:18]=3)=[CH:9][CH:10]=2)=[CH:26][CH:25]=1. The catalyst class is: 70. (2) Reactant: CS([O:5][CH2:6][C:7]1[N:12]=[C:11]([C:13]([O:15][CH3:16])=[O:14])[CH:10]=[CH:9][CH:8]=1)(=O)=O.O[C:18]1[CH:23]=[CH:22][C:21]([C:24]2[N:29]=[C:28]([C:30]#[N:31])[C:27]3[N:32]=[CH:33][N:34]([CH3:35])[C:26]=3[CH:25]=2)=[CH:20][C:19]=1[C:36]([F:39])([F:38])[F:37].[I-].[Na+].C(=O)([O-])[O-].[K+].[K+]. Product: [C:30]([C:28]1[C:27]2[N:32]=[CH:33][N:34]([CH3:35])[C:26]=2[CH:25]=[C:24]([C:21]2[CH:22]=[CH:23][C:18]([O:5][CH2:6][C:7]3[N:12]=[C:11]([C:13]([O:15][CH3:16])=[O:14])[CH:10]=[CH:9][CH:8]=3)=[C:19]([C:36]([F:39])([F:38])[F:37])[CH:20]=2)[N:29]=1)#[N:31]. The catalyst class is: 47. (3) Reactant: [CH3:1][C:2]1[N:18](C=CC)[C:17]2[C:4](=[C:5]3[C:14](=[CH:15][CH:16]=2)[C@@H:13]2[C@H:8]([O:9][CH2:10][CH2:11][O:12]2)[C@@H:7]([C:22]2[CH:27]=[CH:26][CH:25]=[CH:24][CH:23]=2)[O:6]3)[N:3]=1.[Mn]([O-])(=O)(=O)=O.[K+]. Product: [CH3:1][C:2]1[NH:18][C:17]2[C:4](=[C:5]3[C:14](=[CH:15][CH:16]=2)[C@@H:13]2[C@H:8]([O:9][CH2:10][CH2:11][O:12]2)[C@@H:7]([C:22]2[CH:23]=[CH:24][CH:25]=[CH:26][CH:27]=2)[O:6]3)[N:3]=1. The catalyst class is: 21. (4) Reactant: [H-].[Na+].[NH:3]1[C:7]2=[N:8][CH:9]=[CH:10][CH:11]=[C:6]2[C:5]([C:12]#[N:13])=[CH:4]1.[CH3:14]I. Product: [CH3:14][N:3]1[C:7]2=[N:8][CH:9]=[CH:10][CH:11]=[C:6]2[C:5]([C:12]#[N:13])=[CH:4]1. The catalyst class is: 3. (5) Reactant: [Br:1]N1C(=O)CCC1=O.[CH3:9][C@H:10]1[O:15][C@@H:14]([CH3:16])[CH2:13][N:12]([C:17]2[CH:22]=[N:21][CH:20]=[C:19]([C:23]3[CH:27]=[CH:26][O:25][C:24]=3[CH3:28])[N:18]=2)[CH2:11]1. Product: [Br:1][C:20]1[N:21]=[CH:22][C:17]([N:12]2[CH2:11][C@H:10]([CH3:9])[O:15][C@H:14]([CH3:16])[CH2:13]2)=[N:18][C:19]=1[C:23]1[CH:27]=[CH:26][O:25][C:24]=1[CH3:28]. The catalyst class is: 22. (6) Reactant: [NH2:1][C:2]1[CH:3]=[N:4][N:5]([CH3:26])[C:6]=1[C:7]1[CH:8]=[C:9]([C@@H:14]([NH:18][C:19](=[O:25])[O:20][C:21]([CH3:24])([CH3:23])[CH3:22])[CH2:15][CH:16]=[CH2:17])[CH:10]=[C:11]([F:13])[CH:12]=1.[CH3:27][C@H:28]([CH:32]=[CH2:33])[C:29](O)=[O:30].CCN(C(C)C)C(C)C.C(P1(=O)OP(CCC)(=O)OP(CCC)(=O)O1)CC. Product: [F:13][C:11]1[CH:10]=[C:9]([C@@H:14]([NH:18][C:19](=[O:25])[O:20][C:21]([CH3:22])([CH3:24])[CH3:23])[CH2:15][CH:16]=[CH2:17])[CH:8]=[C:7]([C:6]2[N:5]([CH3:26])[N:4]=[CH:3][C:2]=2[NH:1][C:29](=[O:30])[C@H:28]([CH3:27])[CH:32]=[CH2:33])[CH:12]=1. The catalyst class is: 25.